Dataset: NCI-60 drug combinations with 297,098 pairs across 59 cell lines. Task: Regression. Given two drug SMILES strings and cell line genomic features, predict the synergy score measuring deviation from expected non-interaction effect. (1) Drug 1: C1CNP(=O)(OC1)N(CCCl)CCCl. Drug 2: C1CCC(C(C1)N)N.C(=O)(C(=O)[O-])[O-].[Pt+4]. Cell line: NCI-H522. Synergy scores: CSS=4.23, Synergy_ZIP=-1.95, Synergy_Bliss=-1.52, Synergy_Loewe=-16.2, Synergy_HSA=-6.73. (2) Drug 1: CC1=CC=C(C=C1)C2=CC(=NN2C3=CC=C(C=C3)S(=O)(=O)N)C(F)(F)F. Drug 2: C(CC(=O)O)C(=O)CN.Cl. Cell line: DU-145. Synergy scores: CSS=25.8, Synergy_ZIP=4.75, Synergy_Bliss=8.00, Synergy_Loewe=2.03, Synergy_HSA=1.77. (3) Drug 1: CS(=O)(=O)CCNCC1=CC=C(O1)C2=CC3=C(C=C2)N=CN=C3NC4=CC(=C(C=C4)OCC5=CC(=CC=C5)F)Cl. Drug 2: CN(C(=O)NC(C=O)C(C(C(CO)O)O)O)N=O. Cell line: T-47D. Synergy scores: CSS=3.97, Synergy_ZIP=3.97, Synergy_Bliss=4.84, Synergy_Loewe=3.90, Synergy_HSA=2.32.